Dataset: Forward reaction prediction with 1.9M reactions from USPTO patents (1976-2016). Task: Predict the product of the given reaction. Given the reactants [NH2:1][CH2:2][C@:3]([OH:21])([CH2:8][C:9]([C:12]1[C:20]2[O:19][CH2:18][CH2:17][C:16]=2[CH:15]=[CH:14][CH:13]=1)([CH3:11])[CH3:10])[C:4]([F:7])([F:6])[F:5].[NH2:22][C:23]1[N:27]([C:28]2[CH:33]=[CH:32][CH:31]=[CH:30][C:29]=2[F:34])[N:26]=[CH:25][C:24]=1[C:35](O)=[O:36], predict the reaction product. The product is: [NH2:22][C:23]1[N:27]([C:28]2[CH:33]=[CH:32][CH:31]=[CH:30][C:29]=2[F:34])[N:26]=[CH:25][C:24]=1[C:35]([NH:1][CH2:2][C@@:3]([OH:21])([C:4]([F:6])([F:7])[F:5])[CH2:8][C:9]([C:12]1[C:20]2[O:19][CH2:18][CH2:17][C:16]=2[CH:15]=[CH:14][CH:13]=1)([CH3:11])[CH3:10])=[O:36].